Regression. Given two drug SMILES strings and cell line genomic features, predict the synergy score measuring deviation from expected non-interaction effect. From a dataset of NCI-60 drug combinations with 297,098 pairs across 59 cell lines. (1) Drug 2: CCC1(CC2CC(C3=C(CCN(C2)C1)C4=CC=CC=C4N3)(C5=C(C=C6C(=C5)C78CCN9C7C(C=CC9)(C(C(C8N6C)(C(=O)OC)O)OC(=O)C)CC)OC)C(=O)OC)O.OS(=O)(=O)O. Cell line: U251. Synergy scores: CSS=1.09, Synergy_ZIP=-2.67, Synergy_Bliss=-0.115, Synergy_Loewe=-0.186, Synergy_HSA=-0.186. Drug 1: CC1=C(C=C(C=C1)C(=O)NC2=CC(=CC(=C2)C(F)(F)F)N3C=C(N=C3)C)NC4=NC=CC(=N4)C5=CN=CC=C5. (2) Synergy scores: CSS=50.5, Synergy_ZIP=-3.22, Synergy_Bliss=-5.14, Synergy_Loewe=-13.2, Synergy_HSA=-1.14. Cell line: SK-MEL-2. Drug 2: CC12CCC3C(C1CCC2OP(=O)(O)O)CCC4=C3C=CC(=C4)OC(=O)N(CCCl)CCCl.[Na+]. Drug 1: COC1=CC(=CC(=C1O)OC)C2C3C(COC3=O)C(C4=CC5=C(C=C24)OCO5)OC6C(C(C7C(O6)COC(O7)C8=CC=CS8)O)O. (3) Drug 1: CCC1(CC2CC(C3=C(CCN(C2)C1)C4=CC=CC=C4N3)(C5=C(C=C6C(=C5)C78CCN9C7C(C=CC9)(C(C(C8N6C)(C(=O)OC)O)OC(=O)C)CC)OC)C(=O)OC)O.OS(=O)(=O)O. Drug 2: C1C(C(OC1N2C=NC3=C2NC=NCC3O)CO)O. Cell line: SW-620. Synergy scores: CSS=0.464, Synergy_ZIP=1.76, Synergy_Bliss=2.01, Synergy_Loewe=-1.21, Synergy_HSA=-1.01. (4) Drug 1: CCN(CC)CCNC(=O)C1=C(NC(=C1C)C=C2C3=C(C=CC(=C3)F)NC2=O)C. Drug 2: C(CN)CNCCSP(=O)(O)O. Cell line: EKVX. Synergy scores: CSS=3.47, Synergy_ZIP=0.907, Synergy_Bliss=5.86, Synergy_Loewe=-4.90, Synergy_HSA=1.60. (5) Drug 1: C1CN1P(=S)(N2CC2)N3CC3. Drug 2: C1CN(P(=O)(OC1)NCCCl)CCCl. Cell line: SK-OV-3. Synergy scores: CSS=5.04, Synergy_ZIP=-1.70, Synergy_Bliss=-0.878, Synergy_Loewe=-8.86, Synergy_HSA=-3.19. (6) Synergy scores: CSS=-0.107, Synergy_ZIP=-1.07, Synergy_Bliss=1.15, Synergy_Loewe=-2.55, Synergy_HSA=-2.12. Drug 2: CCC1(C2=C(COC1=O)C(=O)N3CC4=CC5=C(C=CC(=C5CN(C)C)O)N=C4C3=C2)O.Cl. Cell line: NCI-H322M. Drug 1: CCC1(CC2CC(C3=C(CCN(C2)C1)C4=CC=CC=C4N3)(C5=C(C=C6C(=C5)C78CCN9C7C(C=CC9)(C(C(C8N6C)(C(=O)OC)O)OC(=O)C)CC)OC)C(=O)OC)O.OS(=O)(=O)O. (7) Drug 1: CCC1=CC2CC(C3=C(CN(C2)C1)C4=CC=CC=C4N3)(C5=C(C=C6C(=C5)C78CCN9C7C(C=CC9)(C(C(C8N6C)(C(=O)OC)O)OC(=O)C)CC)OC)C(=O)OC.C(C(C(=O)O)O)(C(=O)O)O. Drug 2: CCC1(C2=C(COC1=O)C(=O)N3CC4=CC5=C(C=CC(=C5CN(C)C)O)N=C4C3=C2)O.Cl. Cell line: SK-MEL-5. Synergy scores: CSS=30.7, Synergy_ZIP=-3.87, Synergy_Bliss=1.27, Synergy_Loewe=-3.27, Synergy_HSA=1.69. (8) Drug 1: C1=CC(=CC=C1CCC2=CNC3=C2C(=O)NC(=N3)N)C(=O)NC(CCC(=O)O)C(=O)O. Drug 2: CC1C(C(CC(O1)OC2CC(CC3=C2C(=C4C(=C3O)C(=O)C5=C(C4=O)C(=CC=C5)OC)O)(C(=O)CO)O)N)O.Cl. Cell line: OVCAR-4. Synergy scores: CSS=34.1, Synergy_ZIP=-6.95, Synergy_Bliss=-15.4, Synergy_Loewe=-27.9, Synergy_HSA=-9.80. (9) Drug 1: CN(C)N=NC1=C(NC=N1)C(=O)N. Drug 2: C1=NC(=NC(=O)N1C2C(C(C(O2)CO)O)O)N. Cell line: SK-OV-3. Synergy scores: CSS=-0.369, Synergy_ZIP=-1.14, Synergy_Bliss=-0.720, Synergy_Loewe=-1.55, Synergy_HSA=-1.54. (10) Drug 1: CC1C(C(=O)NC(C(=O)N2CCCC2C(=O)N(CC(=O)N(C(C(=O)O1)C(C)C)C)C)C(C)C)NC(=O)C3=C4C(=C(C=C3)C)OC5=C(C(=O)C(=C(C5=N4)C(=O)NC6C(OC(=O)C(N(C(=O)CN(C(=O)C7CCCN7C(=O)C(NC6=O)C(C)C)C)C)C(C)C)C)N)C. Drug 2: C(CN)CNCCSP(=O)(O)O. Cell line: SR. Synergy scores: CSS=56.6, Synergy_ZIP=-4.58, Synergy_Bliss=-7.55, Synergy_Loewe=-59.0, Synergy_HSA=-6.92.